From a dataset of Full USPTO retrosynthesis dataset with 1.9M reactions from patents (1976-2016). Predict the reactants needed to synthesize the given product. (1) Given the product [ClH:1].[CH3:31][CH:30]([NH:33][CH:26]1[CH2:27][CH2:28][N:23]([C:21]([C:18]2[CH:17]=[CH:16][C:15]([NH:14][C:10]3[N:9]=[C:8]([C:5]4[CH:6]=[CH:7][C:2]([Cl:1])=[CH:3][CH:4]=4)[CH:13]=[CH:12][N:11]=3)=[CH:20][CH:19]=2)=[O:22])[CH2:24][CH2:25]1)[CH3:32], predict the reactants needed to synthesize it. The reactants are: [Cl:1][C:2]1[CH:7]=[CH:6][C:5]([C:8]2[CH:13]=[CH:12][N:11]=[C:10]([NH:14][C:15]3[CH:20]=[CH:19][C:18]([C:21]([N:23]4[CH2:28][CH2:27][C:26](=O)[CH2:25][CH2:24]4)=[O:22])=[CH:17][CH:16]=3)[N:9]=2)=[CH:4][CH:3]=1.[CH:30]([NH2:33])([CH3:32])[CH3:31].C([BH3-])#N.[Na+].Cl. (2) Given the product [C:1]([O:5][C:6]([N:8]1[CH2:16][C:15]2[C:10](=[CH:11][C:12]([CH:18]3[CH2:19][CH2:20][O:21][CH2:22][CH2:23]3)=[C:13]([Cl:17])[CH:14]=2)[CH2:9]1)=[O:7])([CH3:4])([CH3:2])[CH3:3], predict the reactants needed to synthesize it. The reactants are: [C:1]([O:5][C:6]([N:8]1[CH2:16][C:15]2[C:10](=[CH:11][C:12]([C:18]3[CH2:19][CH2:20][O:21][CH2:22][CH:23]=3)=[C:13]([Cl:17])[CH:14]=2)[CH2:9]1)=[O:7])([CH3:4])([CH3:3])[CH3:2]. (3) Given the product [Cl:9][C:10]1[N:11]=[N:12][C:13]([O:6][CH2:5][CH2:4][CH2:3][O:2][CH3:1])=[CH:14][CH:15]=1, predict the reactants needed to synthesize it. The reactants are: [CH3:1][O:2][CH2:3][CH2:4][CH2:5][OH:6].[H-].[Na+].[Cl:9][C:10]1[N:11]=[N:12][C:13](Cl)=[CH:14][CH:15]=1. (4) Given the product [CH3:1][O:2][C:3]1[C:4]([O:26][CH2:27][CH2:28][CH2:29][O:30][CH3:31])=[CH:5][C:6]2[CH2:15][CH:14]([CH:16]([CH3:18])[CH3:17])[N:13]3[C:8](=[CH:9][C:10](=[O:24])[C:11]([C:19]([O:21][CH2:22][CH3:23])=[O:20])=[CH:12]3)[C:7]=2[CH:25]=1, predict the reactants needed to synthesize it. The reactants are: [CH3:1][O:2][C:3]1[C:4]([O:26][CH2:27][CH2:28][CH2:29][O:30][CH3:31])=[CH:5][C:6]2[CH2:15][CH:14]([CH:16]([CH3:18])[CH3:17])[N:13]3[CH:8]([CH2:9][C:10](=[O:24])[C:11]([C:19]([O:21][CH2:22][CH3:23])=[O:20])=[CH:12]3)[C:7]=2[CH:25]=1.C1(Cl)C(=O)C(Cl)=C(Cl)C(=O)C=1Cl. (5) Given the product [OH:18][CH:19]1[CH2:20][N:21]([C:23]2[O:24][CH:25]=[C:26]([C:28]([N:30]3[CH2:35][CH2:34][O:33][CH2:32][CH2:31]3)=[O:29])[N:27]=2)[CH2:22]1, predict the reactants needed to synthesize it. The reactants are: [Si]([O:18][CH:19]1[CH2:22][N:21]([C:23]2[O:24][CH:25]=[C:26]([C:28]([N:30]3[CH2:35][CH2:34][O:33][CH2:32][CH2:31]3)=[O:29])[N:27]=2)[CH2:20]1)(C(C)(C)C)(C1C=CC=CC=1)C1C=CC=CC=1.[F-].C([N+](CCCC)(CCCC)CCCC)CCC.